Dataset: Catalyst prediction with 721,799 reactions and 888 catalyst types from USPTO. Task: Predict which catalyst facilitates the given reaction. (1) Product: [C:1]([N:4]1[C:13]2[C:8](=[CH:9][C:10]([C:14]3[CH:24]=[CH:23][C:17]([C:18]([O-:20])=[O:19])=[CH:16][CH:15]=3)=[CH:11][CH:12]=2)[C@H:7]([NH:25][C:26]2[CH:31]=[CH:30][CH:29]=[CH:28][N:27]=2)[CH2:6][C@@H:5]1[CH3:32])(=[O:3])[CH3:2].[Li+:36]. Reactant: [C:1]([N:4]1[C:13]2[C:8](=[CH:9][C:10]([C:14]3[CH:24]=[CH:23][C:17]([C:18]([O:20]CC)=[O:19])=[CH:16][CH:15]=3)=[CH:11][CH:12]=2)[C@H:7]([NH:25][C:26]2[CH:31]=[CH:30][CH:29]=[CH:28][N:27]=2)[CH2:6][C@@H:5]1[CH3:32])(=[O:3])[CH3:2].O.O.[OH-].[Li+:36]. The catalyst class is: 14. (2) Reactant: [Cl:1][C:2]1[CH:3]=[C:4]([CH:7]=[CH:8][CH:9]=1)[CH2:5]Br.Cl.[O:11]=[C:12]1[C:17]([C:18]([O:20][CH3:21])=[O:19])=[CH:16][CH:15]=[CH:14][NH:13]1.[H-].[Na+]. Product: [Cl:1][C:2]1[CH:3]=[C:4]([CH:7]=[CH:8][CH:9]=1)[CH2:5][N:13]1[CH:14]=[CH:15][CH:16]=[C:17]([C:18]([O:20][CH3:21])=[O:19])[C:12]1=[O:11]. The catalyst class is: 3. (3) Reactant: [Cl:1][C:2]1[CH:3]=[CH:4][C:5]([CH2:8][NH:9][CH:10]=O)=[N:6][CH:7]=1.P(Cl)(Cl)(Cl)=O.[OH-].[NH4+]. Product: [Cl:1][C:2]1[CH:3]=[CH:4][C:5]2[N:6]([CH:10]=[N:9][CH:8]=2)[CH:7]=1. The catalyst class is: 451.